The task is: Predict which catalyst facilitates the given reaction.. This data is from Catalyst prediction with 721,799 reactions and 888 catalyst types from USPTO. Reactant: [N:1]([O-:3])=[O:2].[Na+].C1(C=C(O)C=C(O)C=1)O.[CH2:14]([O:16][C:17](=[O:23])[CH:18](I)[CH:19]([CH3:21])[CH3:20])[CH3:15]. Product: [CH2:14]([O:16][C:17](=[O:23])[CH:18]([N+:1]([O-:3])=[O:2])[CH:19]([CH3:21])[CH3:20])[CH3:15]. The catalyst class is: 9.